This data is from Reaction yield outcomes from USPTO patents with 853,638 reactions. The task is: Predict the reaction yield, written as a fraction of the theoretical maximum amount of product (1.0 means a 100% yield; for example, 0.34 means a 34% yield). (1) The reactants are [N+:1]([C:4]1[CH:9]=[C:8]([N+:10]([O-])=O)[CH:7]=[CH:6][C:5]=1[S:13][CH2:14][C:15]([OH:17])=O)([O-])=O.O.O.[Sn](Cl)Cl. The catalyst is C(O)C. The product is [NH2:10][C:8]1[CH:7]=[CH:6][C:5]2[S:13][CH2:14][C:15](=[O:17])[NH:1][C:4]=2[CH:9]=1. The yield is 0.520. (2) The reactants are [CH2:1]([N:6]1[C:14]2[N:13]=[CH:12][NH:11][C:10]=2[C:9](=[O:15])[N:8]2[C:16]([C:19]3[CH:24]=[CH:23][CH:22]=[CH:21][CH:20]=3)=[N:17][N:18]=[C:7]12)[CH2:2][CH2:3][CH2:4][CH3:5].[Br:25]N1C(=O)CCC1=O. The catalyst is C1COCC1. The product is [Br:25][C:12]1[NH:11][C:10]2[C:9](=[O:15])[N:8]3[C:16]([C:19]4[CH:24]=[CH:23][CH:22]=[CH:21][CH:20]=4)=[N:17][N:18]=[C:7]3[N:6]([CH2:1][CH2:2][CH2:3][CH2:4][CH3:5])[C:14]=2[N:13]=1. The yield is 0.233. (3) The reactants are Br[C:2]1[CH:7]=[C:6]([N+:8]([O-:10])=[O:9])[CH:5]=[CH:4][C:3]=1[S:11]([CH:14]([CH3:16])[CH3:15])(=[O:13])=[O:12].[C:17]([O:21][C:22]([N:24]1[CH:28]=[CH:27][CH:26]=[C:25]1B(O)O)=[O:23])([CH3:20])([CH3:19])[CH3:18].C(=O)([O-])[O-].[Na+].[Na+]. The catalyst is COCCOC.C1C=CC([P]([Pd]([P](C2C=CC=CC=2)(C2C=CC=CC=2)C2C=CC=CC=2)([P](C2C=CC=CC=2)(C2C=CC=CC=2)C2C=CC=CC=2)[P](C2C=CC=CC=2)(C2C=CC=CC=2)C2C=CC=CC=2)(C2C=CC=CC=2)C2C=CC=CC=2)=CC=1. The product is [CH:14]([S:11]([C:3]1[CH:4]=[CH:5][C:6]([N+:8]([O-:10])=[O:9])=[CH:7][C:2]=1[C:25]1[N:24]([C:22]([O:21][C:17]([CH3:20])([CH3:19])[CH3:18])=[O:23])[CH:28]=[CH:27][CH:26]=1)(=[O:13])=[O:12])([CH3:16])[CH3:15]. The yield is 0.960. (4) The reactants are [H-].[Na+].[F:3][C:4]1[CH:5]=[C:6]([C:10]2[C:14]([CH2:15][OH:16])=[C:13]([CH3:17])[O:12][N:11]=2)[CH:7]=[CH:8][CH:9]=1.Cl[C:19]1[CH:28]=[CH:27][C:22]([C:23]([O:25][CH3:26])=[O:24])=[CH:21][N:20]=1.[Cl-].[Na+]. The catalyst is C1COCC1. The product is [CH3:26][O:25][C:23](=[O:24])[C:22]1[CH:27]=[CH:28][C:19]([O:16][CH2:15][C:14]2[C:10]([C:6]3[CH:7]=[CH:8][CH:9]=[C:4]([F:3])[CH:5]=3)=[N:11][O:12][C:13]=2[CH3:17])=[N:20][CH:21]=1. The yield is 0.680.